Dataset: Forward reaction prediction with 1.9M reactions from USPTO patents (1976-2016). Task: Predict the product of the given reaction. (1) Given the reactants Br[C:2]1[CH:7]=[CH:6][CH:5]=[CH:4][N:3]=1.[CH2:8]([N:12]1[CH:20]=[C:19]2[C:14]([CH:15]=[CH:16][CH:17]=[C:18]2[Cl:21])=[N:13]1)[CH2:9][C:10]#[CH:11], predict the reaction product. The product is: [Cl:21][C:18]1[C:19]2[C:14]([CH:15]=[CH:16][CH:17]=1)=[N:13][N:12]([CH2:8][CH2:9][C:10]#[C:11][C:2]1[CH:7]=[CH:6][CH:5]=[CH:4][N:3]=1)[CH:20]=2. (2) Given the reactants [CH2:1]([O:3][C:4]([C@@H:6]1[CH2:15][C@@H:14]2[C@@H:9]([CH2:10][CH2:11][C@H:12]([O:16][C:17]3[CH:22]=[C:21]([Cl:23])[CH:20]=[CH:19][C:18]=3[C:24]([O:26][CH2:27][CH3:28])=[O:25])[CH2:13]2)[CH2:8][N:7]1C(OC(C)(C)C)=O)=[O:5])[CH3:2].Cl, predict the reaction product. The product is: [ClH:23].[CH2:1]([O:3][C:4]([C@@H:6]1[CH2:15][C@@H:14]2[C@@H:9]([CH2:10][CH2:11][C@H:12]([O:16][C:17]3[CH:22]=[C:21]([Cl:23])[CH:20]=[CH:19][C:18]=3[C:24]([O:26][CH2:27][CH3:28])=[O:25])[CH2:13]2)[CH2:8][NH:7]1)=[O:5])[CH3:2]. (3) Given the reactants [CH3:1][O:2][C:3]1[CH:8]=[CH:7][C:6]([CH2:9][C:10]2[C:11]([O:16][C@@H:17]3[O:34][C@H:33]([CH2:35][O:36][C:37](=[O:39])[CH3:38])[C@@H:28]([O:29][C:30](=[O:32])[CH3:31])[C@H:23]([O:24][C:25](=[O:27])[CH3:26])[C@H:18]3[O:19][C:20](=[O:22])[CH3:21])=[N:12][NH:13][C:14]=2[CH3:15])=[CH:5][CH:4]=1.[C:40](=O)([O-])[O-].[K+].[K+].IC, predict the reaction product. The product is: [CH3:1][O:2][C:3]1[CH:4]=[CH:5][C:6]([CH2:9][C:10]2[C:11]([O:16][C@@H:17]3[O:34][C@H:33]([CH2:35][O:36][C:37](=[O:39])[CH3:38])[C@@H:28]([O:29][C:30](=[O:32])[CH3:31])[C@H:23]([O:24][C:25](=[O:27])[CH3:26])[C@H:18]3[O:19][C:20](=[O:22])[CH3:21])=[N:12][N:13]([CH3:40])[C:14]=2[CH3:15])=[CH:7][CH:8]=1. (4) Given the reactants C[Si](Cl)(C)C.Br[C:7]([F:14])([F:13])[C:8]([O:10][CH2:11][CH3:12])=[O:9].N1([CH2:24][N:25]([CH2:33][C:34]2[CH:39]=[CH:38][CH:37]=[CH:36][CH:35]=2)[CH2:26][C:27]2[CH:32]=[CH:31][CH:30]=[CH:29][CH:28]=2)C2C=CC=CC=2N=N1, predict the reaction product. The product is: [CH2:33]([N:25]([CH2:26][C:27]1[CH:32]=[CH:31][CH:30]=[CH:29][CH:28]=1)[CH2:24][C:7]([F:14])([F:13])[C:8]([O:10][CH2:11][CH3:12])=[O:9])[C:34]1[CH:39]=[CH:38][CH:37]=[CH:36][CH:35]=1.